This data is from Full USPTO retrosynthesis dataset with 1.9M reactions from patents (1976-2016). The task is: Predict the reactants needed to synthesize the given product. The reactants are: B(Cl)(Cl)Cl.C([O:12][CH2:13][CH2:14][N:15]1[C:20]2[CH:21]=[CH:22][NH:23][C:19]=2[C:18](=[O:24])[NH:17][C:16]1=[S:25])C1C=CC=CC=1. Given the product [OH:12][CH2:13][CH2:14][N:15]1[C:20]2[CH:21]=[CH:22][NH:23][C:19]=2[C:18](=[O:24])[NH:17][C:16]1=[S:25], predict the reactants needed to synthesize it.